This data is from Reaction yield outcomes from USPTO patents with 853,638 reactions. The task is: Predict the reaction yield, written as a fraction of the theoretical maximum amount of product (1.0 means a 100% yield; for example, 0.34 means a 34% yield). (1) The reactants are [CH3:1][C:2]1[N:7]([CH2:8][C:9]2[S:10][C:11]([C:14]([F:17])([F:16])[F:15])=[CH:12][CH:13]=2)[C:6](=[O:18])[N:5]=[C:4](SC)[N:3]=1.COC1C=CC=C2C=1C(O)CNC2.[CH3:34][O:35][C:36]1[CH:45]=[C:44]2[C:39]([CH:40]([OH:46])[CH2:41][NH:42][CH2:43]2)=[CH:38][CH:37]=1. The catalyst is O1CCOCC1. The product is [OH:46][CH:40]1[C:39]2[C:44](=[CH:45][C:36]([O:35][CH3:34])=[CH:37][CH:38]=2)[CH2:43][N:42]([C:4]2[N:3]=[C:2]([CH3:1])[N:7]([CH2:8][C:9]3[S:10][C:11]([C:14]([F:17])([F:16])[F:15])=[CH:12][CH:13]=3)[C:6](=[O:18])[N:5]=2)[CH2:41]1. The yield is 0.0500. (2) The reactants are [CH3:1][S:2]([C:5]1[CH:6]=[C:7]([CH:10]=[CH:11][CH:12]=1)[C:8]#[N:9])(=[O:4])=[O:3].CCO.[NH2:16][OH:17]. The catalyst is [Cl-].[Na+].O. The product is [OH:17][N:16]=[C:8]([C:7]1[CH:10]=[CH:11][CH:12]=[C:5]([S:2]([CH3:1])(=[O:4])=[O:3])[CH:6]=1)[NH2:9]. The yield is 0.830. (3) The reactants are [CH2:1]([C@@H:5]1[NH:10][CH2:9][C@H:8]([CH2:11][CH:12]([CH3:14])[CH3:13])[NH:7][C:6]1=[O:15])[CH:2]([CH3:4])[CH3:3].[C:16]([C:20]1[CH:25]=[CH:24][C:23]([C:26]2[O:30][N:29]=[C:28]([C:31](O)=[O:32])[CH:27]=2)=[CH:22][CH:21]=1)([CH3:19])([CH3:18])[CH3:17].C([C@@H]1N(C(=O)/C=C/C2C=CC=CC=2)C[C@H](CC(C)C)NC1=O)C(C)C. No catalyst specified. The product is [C:16]([C:20]1[CH:21]=[CH:22][C:23]([C:26]2[O:30][N:29]=[C:28]([C:31]([N:10]3[CH2:9][C@H:8]([CH2:11][CH:12]([CH3:14])[CH3:13])[NH:7][C:6](=[O:15])[C@@H:5]3[CH2:1][CH:2]([CH3:4])[CH3:3])=[O:32])[CH:27]=2)=[CH:24][CH:25]=1)([CH3:19])([CH3:17])[CH3:18]. The yield is 0.860.